Dataset: Full USPTO retrosynthesis dataset with 1.9M reactions from patents (1976-2016). Task: Predict the reactants needed to synthesize the given product. (1) Given the product [CH3:24][O:22][C:21]([C:18]1[CH:19]=[CH:20][C:15]([C:6]2[CH:7]=[C:8]([CH2:10][O:11][CH2:12][CH2:13][CH3:14])[CH:9]=[C:4]([N+:1]([O-:3])=[O:2])[CH:5]=2)=[CH:16][CH:17]=1)=[O:23], predict the reactants needed to synthesize it. The reactants are: [N+:1]([C:4]1[CH:5]=[C:6]([C:15]2[CH:20]=[CH:19][C:18]([C:21]([OH:23])=[O:22])=[CH:17][CH:16]=2)[CH:7]=[C:8]([CH2:10][O:11][CH2:12][CH2:13][CH3:14])[CH:9]=1)([O-:3])=[O:2].[C:24](=O)([O-])[O-].[Cs+].[Cs+].IC. (2) Given the product [CH3:16][C:17]1[C:18]([CH2:24][O:25][C:26]2[CH:31]=[CH:30][C:29]([C:2]3[C:3](=[O:15])[C:4]([CH3:14])([CH3:13])[O:5][C:6]=3[C:7]3[CH:12]=[CH:11][N:10]=[CH:9][CH:8]=3)=[CH:28][CH:27]=2)=[N:19][CH:20]=[C:21]([CH3:23])[CH:22]=1, predict the reactants needed to synthesize it. The reactants are: Br[C:2]1[C:3](=[O:15])[C:4]([CH3:14])([CH3:13])[O:5][C:6]=1[C:7]1[CH:12]=[CH:11][N:10]=[CH:9][CH:8]=1.[CH3:16][C:17]1[C:18]([CH2:24][O:25][C:26]2[CH:31]=[CH:30][C:29](B3OC(C)(C)C(C)(C)O3)=[CH:28][CH:27]=2)=[N:19][CH:20]=[C:21]([CH3:23])[CH:22]=1.C([O-])([O-])=O.[Cs+].[Cs+]. (3) Given the product [Cl:19][CH2:2][C:3]1[CH:8]=[CH:7][C:6]([NH:9][C:10](=[O:16])[O:11][C:12]([CH3:15])([CH3:14])[CH3:13])=[CH:5][CH:4]=1, predict the reactants needed to synthesize it. The reactants are: O[CH2:2][C:3]1[CH:8]=[CH:7][C:6]([NH:9][C:10](=[O:16])[O:11][C:12]([CH3:15])([CH3:14])[CH3:13])=[CH:5][CH:4]=1.S(Cl)([Cl:19])=O. (4) Given the product [CH2:19]([OH:33])[CH2:20][CH2:21][CH2:22][CH2:23][CH2:24][CH2:25][CH2:26]/[CH:27]=[CH:28]\[CH:29]=[CH:30]/[CH2:31][CH3:32], predict the reactants needed to synthesize it. The reactants are: B.C(N(CC)C1C=CC=CC=1)C.C1CCCCC=1.[CH2:19]([O:33]C1CCCCO1)[CH2:20][CH2:21][CH2:22][CH2:23][CH2:24][CH2:25][CH2:26][C:27]#[C:28][C:29]#[C:30][CH2:31][CH3:32].C(O)(=O)C.[OH-].[Na+].OO. (5) Given the product [CH2:1]([C:4]1[CH:9]=[CH:8][CH:7]=[C:6]([Br:10])[C:5]=1[O:11][CH2:18][C:19]1[CH:24]=[CH:23][CH:22]=[CH:21][CH:20]=1)[CH:2]=[CH2:3], predict the reactants needed to synthesize it. The reactants are: [CH2:1]([C:4]1[CH:9]=[CH:8][CH:7]=[C:6]([Br:10])[C:5]=1[OH:11])[CH:2]=[CH2:3].C(=O)([O-])[O-].[K+].[K+].[CH2:18](Br)[C:19]1[CH:24]=[CH:23][CH:22]=[CH:21][CH:20]=1. (6) The reactants are: Br[C:2]1[S:3][C:4]([C:7]([O:9][CH3:10])=[O:8])=[CH:5][N:6]=1.[OH:11][CH2:12][CH2:13][N:14]1[CH2:19][CH2:18][NH:17][CH2:16][CH2:15]1.C(=O)([O-])[O-].[K+].[K+]. Given the product [CH3:10][O:9][C:7]([C:4]1[S:3][C:2]([N:17]2[CH2:18][CH2:19][N:14]([CH2:13][CH2:12][OH:11])[CH2:15][CH2:16]2)=[N:6][CH:5]=1)=[O:8], predict the reactants needed to synthesize it. (7) The reactants are: Cl[C:2]1[CH:7]=[C:6]([O:8][CH:9]([C:14]2[CH:19]=[CH:18][CH:17]=[CH:16][C:15]=2[C:20]2[CH:24]=[C:23]([CH3:25])[S:22][CH:21]=2)[C:10]([F:13])([F:12])[F:11])[N:5]=[C:4]([NH2:26])[N:3]=1.B([C:30]1[CH:41]=[CH:40][C:33]([CH2:34][C@@H:35]([C:37]([OH:39])=[O:38])[NH2:36])=[CH:32][CH:31]=1)(O)O.C(#N)C.C(=O)([O-])[O-].[Na+].[Na+]. Given the product [NH2:36][C@@H:35]([CH2:34][C:33]1[CH:40]=[CH:41][C:30]([C:2]2[CH:7]=[C:6]([O:8][CH:9]([C:14]3[CH:19]=[CH:18][CH:17]=[CH:16][C:15]=3[C:20]3[CH:24]=[C:23]([CH3:25])[S:22][CH:21]=3)[C:10]([F:13])([F:12])[F:11])[N:5]=[C:4]([NH2:26])[N:3]=2)=[CH:31][CH:32]=1)[C:37]([OH:39])=[O:38], predict the reactants needed to synthesize it. (8) Given the product [CH3:36][C:37]1[S:41][C:40]2=[N:42][C:43]([CH2:45][C:46]([N:25]3[CH2:26][CH2:27][C:21]4([CH2:22][N:19]([C@H:15]5[C:16]6[C:12](=[CH:11][C:10]([C:6]7[CH:5]=[C:4]([CH3:3])[N:9]=[CH:8][N:7]=7)=[CH:18][CH:17]=6)[CH2:13][CH2:14]5)[CH2:20]4)[CH2:23][CH2:24]3)=[O:47])=[CH:44][N:39]2[CH:38]=1, predict the reactants needed to synthesize it. The reactants are: Cl.Cl.[CH3:3][C:4]1[N:9]=[CH:8][N:7]=[C:6]([C:10]2[CH:11]=[C:12]3[C:16](=[CH:17][CH:18]=2)[C@H:15]([N:19]2[CH2:22][C:21]4([CH2:27][CH2:26][NH:25][CH2:24][CH2:23]4)[CH2:20]2)[CH2:14][CH2:13]3)[CH:5]=1.C(N(CC)CC)C.Cl.[CH3:36][C:37]1[S:41][C:40]2=[N:42][C:43]([CH2:45][C:46](O)=[O:47])=[CH:44][N:39]2[CH:38]=1.CN(C(ON1N=NC2C=CC=CC1=2)=[N+](C)C)C.F[P-](F)(F)(F)(F)F.